From a dataset of Full USPTO retrosynthesis dataset with 1.9M reactions from patents (1976-2016). Predict the reactants needed to synthesize the given product. (1) Given the product [ClH:1].[Cl:1][C:2]1[CH:3]=[C:4]([C:12]2[O:16][N:15]=[C:14]([C:17]3[CH:34]=[CH:33][C:20]4[CH2:21][CH2:22][NH:23][CH2:24][CH2:25][C:19]=4[CH:18]=3)[N:13]=2)[CH:5]=[CH:6][C:7]=1[O:8][CH:9]([CH3:11])[CH3:10], predict the reactants needed to synthesize it. The reactants are: [Cl:1][C:2]1[CH:3]=[C:4]([C:12]2[O:16][N:15]=[C:14]([C:17]3[CH:34]=[CH:33][C:20]4[CH2:21][CH2:22][N:23](C(OC(C)(C)C)=O)[CH2:24][CH2:25][C:19]=4[CH:18]=3)[N:13]=2)[CH:5]=[CH:6][C:7]=1[O:8][CH:9]([CH3:11])[CH3:10]. (2) Given the product [CH2:23]([O:27][CH2:28][CH2:29][O:30][C:31]1[CH:32]=[CH:33][C:34]([C:2]2[CH:3]=[C:4](/[CH:15]=[C:16](\[CH3:22])/[C:17]([O:19][CH2:20][CH3:21])=[O:18])[C:5]([N:8]3[CH2:12][CH:11]([CH3:13])[CH:10]([CH3:14])[CH2:9]3)=[N:6][CH:7]=2)=[CH:35][CH:36]=1)[CH2:24][CH2:25][CH3:26], predict the reactants needed to synthesize it. The reactants are: Br[C:2]1[CH:3]=[C:4](/[CH:15]=[C:16](\[CH3:22])/[C:17]([O:19][CH2:20][CH3:21])=[O:18])[C:5]([N:8]2[CH2:12][CH:11]([CH3:13])[CH:10]([CH3:14])[CH2:9]2)=[N:6][CH:7]=1.[CH2:23]([O:27][CH2:28][CH2:29][O:30][C:31]1[CH:36]=[CH:35][C:34](OB(O)O)=[CH:33][CH:32]=1)[CH2:24][CH2:25][CH3:26].C(=O)([O-])[O-].[K+].[K+]. (3) Given the product [CH3:23][N:24]([CH2:26][C:7]1[CH:6]=[C:5]([CH2:8][CH:9]([CH3:15])[C:10]([O:12][CH2:13][CH3:14])=[O:11])[CH:4]=[CH:3][C:2]=1[OH:1])[CH3:25], predict the reactants needed to synthesize it. The reactants are: [OH:1][C:2]1[CH:7]=[CH:6][C:5]([CH2:8][CH:9]([CH3:15])[C:10]([O:12][CH2:13][CH3:14])=[O:11])=[CH:4][CH:3]=1.C(=O)([O-])[O-].[K+].[K+].[I-].[CH3:23][N+:24](=[CH2:26])[CH3:25].O. (4) Given the product [NH2:29][C:26]1[N:27]=[CH:28][C:23]([C:2]2[N:3]=[CH:4][C:5]3[N:10]=[C:9]([NH:11][C:12](=[O:14])[CH3:13])[S:8][C:6]=3[N:7]=2)=[CH:24][CH:25]=1, predict the reactants needed to synthesize it. The reactants are: Cl[C:2]1[N:3]=[CH:4][C:5]2[N:10]=[C:9]([NH:11][C:12](=[O:14])[CH3:13])[S:8][C:6]=2[N:7]=1.CC1(C)C(C)(C)OB([C:23]2[CH:24]=[CH:25][C:26]([NH2:29])=[N:27][CH:28]=2)O1.C([O-])([O-])=O.[Cs+].[Cs+].C(OCC)(=O)C. (5) Given the product [Br:1][C:2]1[C:7]([O:8][CH2:22][C:23]([CH3:27])([CH3:26])[CH2:24][OH:25])=[C:6]([O:9][CH3:10])[C:5]([O:11][CH:12]([F:13])[F:14])=[CH:4][CH:3]=1, predict the reactants needed to synthesize it. The reactants are: [Br:1][C:2]1[C:7]([OH:8])=[C:6]([O:9][CH3:10])[C:5]([O:11][CH:12]([F:14])[F:13])=[CH:4][CH:3]=1.C(=O)([O-])[O-].[K+].[K+].Br[CH2:22][C:23]([CH3:27])([CH3:26])[CH2:24][OH:25].